From a dataset of Forward reaction prediction with 1.9M reactions from USPTO patents (1976-2016). Predict the product of the given reaction. (1) Given the reactants [CH3:1][C:2]1[C:7]2[NH:8][C:9](=[O:11])[O:10][C:6]=2[CH:5]=[C:4]([C:12]([N:14]=[N+:15]=[N-:16])=[O:13])[CH:3]=1.[C:17](=O)([O-])[O-].[K+].[K+].CI.O, predict the reaction product. The product is: [CH3:17][N:8]1[C:7]2[C:2]([CH3:1])=[CH:3][C:4]([C:12]([N:14]=[N+:15]=[N-:16])=[O:13])=[CH:5][C:6]=2[O:10][C:9]1=[O:11]. (2) Given the reactants [ClH:1].N1C=C([C:7]2[C:16]3[C:11](=[CH:12][CH:13]=[CH:14][CH:15]=3)[C:10](=[O:17])[O:9][C:8]=2[CH:18]([NH:20][C:21]2[C:22]3[S:29][CH:28]=[CH:27][C:23]=3[N:24]=[CH:25][N:26]=2)[CH3:19])C=N1.Cl.Cl.[NH2:32][CH:33]([C:35]1[O:36][C:37](=[O:57])[C:38]2[C:43]([C:44]=1[C:45]1[S:46][C:47]([CH2:50][N:51]3[CH2:56][CH2:55][O:54][CH2:53][CH2:52]3)=[CH:48][CH:49]=1)=[CH:42][CH:41]=[CH:40][CH:39]=2)[CH3:34], predict the reaction product. The product is: [ClH:1].[ClH:1].[NH2:32][CH:33]([C:35]1[O:36][C:37](=[O:57])[C:38]2[C:43]([C:44]=1[C:45]1[S:46][C:47]([CH2:50][N:51]3[CH2:56][CH2:55][O:54][CH2:53][CH2:52]3)=[CH:48][CH:49]=1)=[CH:42][CH:41]=[CH:40][CH:39]=2)[CH3:34].[Cl:1][C:21]1[C:22]2[S:29][CH:28]=[CH:27][C:23]=2[N:24]=[CH:25][N:26]=1.[ClH:1].[O:54]1[CH2:55][CH2:56][N:51]([CH2:50][C:47]2[S:46][C:45]([C:7]3[C:16]4[C:11](=[CH:12][CH:13]=[CH:14][CH:15]=4)[C:10](=[O:17])[O:9][C:8]=3[CH:18]([NH:20][C:21]3[C:22]4[S:29][CH:28]=[CH:27][C:23]=4[N:24]=[CH:25][N:26]=3)[CH3:19])=[CH:49][CH:48]=2)[CH2:52][CH2:53]1. (3) Given the reactants [CH2:1]([O:8][C:9]1[CH:14]=[CH:13][C:12]([CH2:15][C@@H:16]([OH:27])[C:17]([O:19][CH2:20][C:21]2[CH:26]=[CH:25][CH:24]=[CH:23][CH:22]=2)=[O:18])=[CH:11][CH:10]=1)[C:2]1[CH:7]=[CH:6][CH:5]=[CH:4][CH:3]=1.N1C(C)=CC=CC=1C.FC(F)(F)S(OS(C(F)(F)F)(=O)=O)(=O)=O.C(OC(NNC)=O)(C)(C)C, predict the reaction product. The product is: [CH2:1]([O:8][C:9]1[CH:14]=[CH:13][C:12]([CH2:15][C@H:16]([OH:27])[C:17]([O:19][CH2:20][C:21]2[CH:22]=[CH:23][CH:24]=[CH:25][CH:26]=2)=[O:18])=[CH:11][CH:10]=1)[C:2]1[CH:7]=[CH:6][CH:5]=[CH:4][CH:3]=1. (4) The product is: [O:1]([C:3]1[CH:8]=[CH:7][C:6]([C:9]2[N:18]=[C:17]([C:19]([N:28]3[CH2:27][CH2:26][C:25]4[C:30](=[CH:31][CH:32]=[C:33]([CH3:34])[C:24]=4[OH:23])[CH2:29]3)=[O:20])[C:16]3[C:11](=[CH:12][CH:13]=[CH:14][CH:15]=3)[N:10]=2)=[CH:5][CH:4]=1)[CH3:2]. Given the reactants [O:1]([C:3]1[CH:8]=[CH:7][C:6]([C:9]2[N:18]=[C:17]([C:19](O)=[O:20])[C:16]3[C:11](=[CH:12][CH:13]=[CH:14][CH:15]=3)[N:10]=2)=[CH:5][CH:4]=1)[CH3:2].Cl.[OH:23][C:24]1[C:33]([CH3:34])=[CH:32][CH:31]=[C:30]2[C:25]=1[CH2:26][CH2:27][NH:28][CH2:29]2, predict the reaction product.